This data is from Forward reaction prediction with 1.9M reactions from USPTO patents (1976-2016). The task is: Predict the product of the given reaction. (1) Given the reactants [C:1]([OH:20])(=[O:19])[CH2:2][CH2:3][CH2:4][CH2:5]/[CH:6]=[CH:7]\[CH2:8]/[CH:9]=[CH:10]\[CH2:11]/[CH:12]=[CH:13]\[CH2:14][CH2:15][CH2:16][CH2:17][CH3:18].CC[CH2:23][CH2:24][CH2:25]/[CH:26]=[CH:27]\[CH2:28]/[CH:29]=[CH:30]\[CH2:31]/[CH:32]=[CH:33]\[CH2:34][CH2:35][CH2:36][CH2:37][CH2:38][CH2:39][C:40]([OH:42])=[O:41].C(O)(=O)CCCC/C=C\C/C=C\C/C=C\C/C=C\CC, predict the reaction product. The product is: [C:1]([OH:20])(=[O:19])[CH2:2][CH2:3][CH2:4][CH2:5][CH2:6][CH2:7][CH2:8]/[CH:9]=[CH:10]\[CH2:11]/[CH:12]=[CH:13]\[CH2:14][CH2:15][CH2:16][CH2:17][CH3:18].[C:40]([OH:42])(=[O:41])[CH2:39][CH2:38][CH2:37][CH2:36][CH2:35][CH2:34][CH2:33]/[CH:32]=[CH:31]\[CH2:30][CH2:29][CH2:28][CH2:27][CH2:26][CH2:25][CH2:24][CH3:23]. (2) Given the reactants [F:1][C:2]1[CH:7]=[CH:6][C:5]([C:8]2[O:9][C:10]3[C:16]([C:17]([OH:19])=O)=[CH:15][CH:14]=[CH:13][C:11]=3[N:12]=2)=[CH:4][CH:3]=1.Cl.Cl.[NH2:22][CH:23]1[CH2:30][CH:29]2[N:31]([CH3:32])[CH:25]([CH2:26][CH2:27][CH2:28]2)[CH2:24]1, predict the reaction product. The product is: [CH3:32][N:31]1[CH:25]2[CH2:26][CH2:27][CH2:28][CH:29]1[CH2:30][CH:23]([NH:22][C:17]([C:16]1[C:10]3[O:9][C:8]([C:5]4[CH:4]=[CH:3][C:2]([F:1])=[CH:7][CH:6]=4)=[N:12][C:11]=3[CH:13]=[CH:14][CH:15]=1)=[O:19])[CH2:24]2. (3) Given the reactants [CH3:1][O:2][C:3](=[O:6])[CH2:4]Br.[C:7]([OH:12])(=[O:11])[C:8]([CH3:10])=[CH2:9].C(N(CC)CC)C, predict the reaction product. The product is: [CH3:9][C:8](=[CH2:10])[C:7]([O:12][CH2:4][C:3]([O:2][CH3:1])=[O:6])=[O:11]. (4) Given the reactants [C:1]1([C:6]2[N:10]([CH2:11][C:12]([OH:14])=[O:13])[N:9]=[C:8]([C:15]([F:18])([F:17])[F:16])[CH:7]=2)[CH2:5][CH2:4][CH2:3][CH:2]=1, predict the reaction product. The product is: [CH:1]1([C:6]2[N:10]([CH2:11][C:12]([OH:14])=[O:13])[N:9]=[C:8]([C:15]([F:17])([F:18])[F:16])[CH:7]=2)[CH2:5][CH2:4][CH2:3][CH2:2]1. (5) Given the reactants [NH:1]1[C:10]2[C:5](=[CH:6][CH:7]=[C:8]([CH2:11][OH:12])[CH:9]=2)[CH2:4][CH2:3][CH2:2]1.Br[CH2:14][CH2:15][O:16][CH3:17].C([O-])([O-])=O.[Cs+].[Cs+].O, predict the reaction product. The product is: [CH3:17][O:16][CH2:15][CH2:14][N:1]1[C:10]2[C:5](=[CH:6][CH:7]=[C:8]([CH2:11][OH:12])[CH:9]=2)[CH2:4][CH2:3][CH2:2]1. (6) Given the reactants [Br:1][C:2]1[CH:7]=[C:6]([F:8])[C:5]([CH2:9][OH:10])=[C:4]([F:11])[CH:3]=1.[CH3:12][S:13](Cl)(=[O:15])=[O:14], predict the reaction product. The product is: [CH3:12][S:13]([O:10][CH2:9][C:5]1[C:4]([F:11])=[CH:3][C:2]([Br:1])=[CH:7][C:6]=1[F:8])(=[O:15])=[O:14]. (7) Given the reactants [N:1]1([C:10]([C@@H:12]2[CH2:17][N:16]3[CH2:18][CH2:19][CH2:20][C@@H:15]3[CH2:14][N:13]2C(OC(C)(C)C)=O)=O)[C:9]2[C:4](=[CH:5][CH:6]=[CH:7][CH:8]=2)[CH2:3][CH2:2]1.C(OCC)(=O)C.Cl.[H-].[Al+3].[Li+].[H-].[H-].[H-].O.O.O.O.O.O.O.O.O.O.S([O-])([O-])(=O)=O.[Na+].[Na+], predict the reaction product. The product is: [N:1]1([CH2:10][C@@H:12]2[CH2:17][N:16]3[CH2:18][CH2:19][CH2:20][C@@H:15]3[CH2:14][NH:13]2)[C:9]2[C:4](=[CH:5][CH:6]=[CH:7][CH:8]=2)[CH2:3][CH2:2]1. (8) The product is: [CH2:28]([O:35][C:36](=[O:49])[C@@H:37]([O:46][CH2:47][CH3:48])[CH2:38][C:39]1[CH:44]=[CH:43][C:42]([O:17][C:16](=[O:18])[CH2:15][C:12]2[CH:11]=[CH:10][C:9]([NH:8][C:6]([O:5][C:1]([CH3:4])([CH3:2])[CH3:3])=[O:7])=[CH:14][CH:13]=2)=[CH:41][CH:40]=1)[C:29]1[CH:30]=[CH:31][CH:32]=[CH:33][CH:34]=1. Given the reactants [C:1]([O:5][C:6]([NH:8][C:9]1[CH:14]=[CH:13][C:12]([CH2:15][C:16]([OH:18])=[O:17])=[CH:11][CH:10]=1)=[O:7])([CH3:4])([CH3:3])[CH3:2].C(N=C=NC(C)C)(C)C.[CH2:28]([O:35][C:36](=[O:49])[C@@H:37]([O:46][CH2:47][CH3:48])[CH2:38][C:39]1[CH:44]=[CH:43][C:42](O)=[CH:41][CH:40]=1)[C:29]1[CH:34]=[CH:33][CH:32]=[CH:31][CH:30]=1, predict the reaction product. (9) Given the reactants Cl[CH2:2][C:3]1[N:12]=[C:11]([N:13]([C:15]2[CH:20]=[CH:19][C:18]([O:21][CH:22]([CH3:24])[CH3:23])=[CH:17][CH:16]=2)[CH3:14])[C:10]2[C:5](=[CH:6][CH:7]=[C:8]([N+:25]([O-])=O)[CH:9]=2)[N:4]=1.ClC1C2C(=CC=C([N+]([O-])=O)C=2)N=C(CCl)[N:30]=1.C(OC1C=CC(NC)=CC=1)(C)C.C(Cl)Cl, predict the reaction product. The product is: [NH2:30][CH2:2][C:3]1[N:12]=[C:11]([N:13]([C:15]2[CH:20]=[CH:19][C:18]([O:21][CH:22]([CH3:24])[CH3:23])=[CH:17][CH:16]=2)[CH3:14])[C:10]2[C:5](=[CH:6][CH:7]=[C:8]([NH2:25])[CH:9]=2)[N:4]=1.